The task is: Predict the product of the given reaction.. This data is from Forward reaction prediction with 1.9M reactions from USPTO patents (1976-2016). Given the reactants ClC1C(NC2C=C(OC)NN=2)=NC([NH:8][C@H:9]([C:11]2[N:16]=[CH:15][C:14]([F:17])=[CH:13][N:12]=2)[CH3:10])=NC=1.Cl[C:27]1[N:32]=[C:31]([NH:33][C:34]2[CH:38]=[C:37]([CH3:39])[NH:36][N:35]=2)[C:30]([F:40])=[C:29]([N:41]2[CH2:46][CH2:45][O:44][CH2:43][CH2:42]2)[N:28]=1.CCN(C(C)C)C(C)C, predict the reaction product. The product is: [F:40][C:30]1[C:31]([NH:33][C:34]2[CH:38]=[C:37]([CH3:39])[NH:36][N:35]=2)=[N:32][C:27]([NH:8][C@H:9]([C:11]2[N:16]=[CH:15][C:14]([F:17])=[CH:13][N:12]=2)[CH3:10])=[N:28][C:29]=1[N:41]1[CH2:46][CH2:45][O:44][CH2:43][CH2:42]1.